The task is: Predict the reaction yield, written as a fraction of the theoretical maximum amount of product (1.0 means a 100% yield; for example, 0.34 means a 34% yield).. This data is from Reaction yield outcomes from USPTO patents with 853,638 reactions. (1) The reactants are C([O:4][CH2:5][C:6]1[CH:11]=[C:10]([C:12](=[O:29])[NH:13][CH:14]([C:16]2[CH:17]=[N:18][C:19]([O:23][CH2:24][C:25]([F:28])([F:27])[F:26])=[C:20]([CH3:22])[CH:21]=2)[CH3:15])[CH:9]=[C:8]([Cl:30])[N:7]=1)(=O)C.[OH-].[Na+].Cl. The catalyst is C1COCC1. The product is [Cl:30][C:8]1[CH:9]=[C:10]([CH:11]=[C:6]([CH2:5][OH:4])[N:7]=1)[C:12]([NH:13][CH:14]([C:16]1[CH:17]=[N:18][C:19]([O:23][CH2:24][C:25]([F:27])([F:28])[F:26])=[C:20]([CH3:22])[CH:21]=1)[CH3:15])=[O:29]. The yield is 0.840. (2) The reactants are C[O:2][C:3]([C:5]1[C:6](=[O:19])[NH:7][N:8]=[C:9]([C:11]2[CH:16]=[CH:15][C:14]([S:17][CH3:18])=[CH:13][CH:12]=2)[CH:10]=1)=[O:4].C(=O)([O-])[O-].[K+].[K+].[CH2:26](Br)[CH:27]([CH3:29])[CH3:28].C(=O)([O-])O.[Na+]. The catalyst is CN(C)C=O. The product is [C:3]([C:5]1[C:6](=[O:19])[N:7]([CH2:26][CH:27]([CH3:29])[CH3:28])[N:8]=[C:9]([C:11]2[CH:16]=[CH:15][C:14]([S:17][CH3:18])=[CH:13][CH:12]=2)[CH:10]=1)([OH:2])=[O:4]. The yield is 0.651. (3) The yield is 0.710. The product is [I:1][C:2]1[CH:3]=[C:4]2[C:8](=[CH:9][CH:10]=1)[N:7]([C:11]1[CH:19]=[CH:18][C:14]([CH2:15][OH:16])=[CH:13][CH:12]=1)[N:6]=[CH:5]2. The catalyst is C1COCC1. The reactants are [I:1][C:2]1[CH:3]=[C:4]2[C:8](=[CH:9][CH:10]=1)[N:7]([C:11]1[CH:19]=[CH:18][C:14]([C:15](O)=[O:16])=[CH:13][CH:12]=1)[N:6]=[CH:5]2. (4) The reactants are [Cl:1][C:2]1[CH:7]=[C:6]([N+:8]([O-:10])=[O:9])[CH:5]=[CH:4][C:3]=1F.[N:12]1([CH2:17][CH2:18][OH:19])[CH2:16][CH2:15][CH2:14][CH2:13]1.C(=O)([O-])[O-].[Cs+].[Cs+]. The catalyst is CN(C=O)C. The product is [Cl:1][C:2]1[CH:7]=[C:6]([N+:8]([O-:10])=[O:9])[CH:5]=[CH:4][C:3]=1[O:19][CH2:18][CH2:17][N:12]1[CH2:16][CH2:15][CH2:14][CH2:13]1. The yield is 0.700.